The task is: Regression. Given two drug SMILES strings and cell line genomic features, predict the synergy score measuring deviation from expected non-interaction effect.. This data is from NCI-60 drug combinations with 297,098 pairs across 59 cell lines. (1) Drug 1: C1CC(CCC1OC2=C(C(=CC=C2)Cl)F)(CC3=NC(=CC=C3)NC4=NC=CS4)C(=O)O. Drug 2: C1=CC(=C(C=C1I)F)NC2=C(C=CC(=C2F)F)C(=O)NOCC(CO)O. Cell line: NCI-H460. Synergy scores: CSS=41.5, Synergy_ZIP=-0.134, Synergy_Bliss=0.146, Synergy_Loewe=3.27, Synergy_HSA=4.62. (2) Drug 1: CN1CCC(CC1)COC2=C(C=C3C(=C2)N=CN=C3NC4=C(C=C(C=C4)Br)F)OC. Drug 2: C1CNP(=O)(OC1)N(CCCl)CCCl. Cell line: U251. Synergy scores: CSS=1.58, Synergy_ZIP=-0.341, Synergy_Bliss=0.389, Synergy_Loewe=-16.6, Synergy_HSA=-1.59. (3) Drug 1: CC(CN1CC(=O)NC(=O)C1)N2CC(=O)NC(=O)C2. Cell line: MCF7. Synergy scores: CSS=8.65, Synergy_ZIP=-3.20, Synergy_Bliss=3.37, Synergy_Loewe=2.51, Synergy_HSA=3.66. Drug 2: COC1=C2C(=CC3=C1OC=C3)C=CC(=O)O2. (4) Drug 1: CC1OCC2C(O1)C(C(C(O2)OC3C4COC(=O)C4C(C5=CC6=C(C=C35)OCO6)C7=CC(=C(C(=C7)OC)O)OC)O)O. Drug 2: C#CCC(CC1=CN=C2C(=N1)C(=NC(=N2)N)N)C3=CC=C(C=C3)C(=O)NC(CCC(=O)O)C(=O)O. Cell line: RPMI-8226. Synergy scores: CSS=53.8, Synergy_ZIP=4.69, Synergy_Bliss=4.52, Synergy_Loewe=6.53, Synergy_HSA=6.55. (5) Cell line: CCRF-CEM. Drug 1: CCCS(=O)(=O)NC1=C(C(=C(C=C1)F)C(=O)C2=CNC3=C2C=C(C=N3)C4=CC=C(C=C4)Cl)F. Synergy scores: CSS=13.0, Synergy_ZIP=-0.576, Synergy_Bliss=4.48, Synergy_Loewe=-5.53, Synergy_HSA=0.852. Drug 2: C1=NC(=NC(=O)N1C2C(C(C(O2)CO)O)O)N. (6) Drug 1: CC=C1C(=O)NC(C(=O)OC2CC(=O)NC(C(=O)NC(CSSCCC=C2)C(=O)N1)C(C)C)C(C)C. Drug 2: CC1C(C(CC(O1)OC2CC(OC(C2O)C)OC3=CC4=CC5=C(C(=O)C(C(C5)C(C(=O)C(C(C)O)O)OC)OC6CC(C(C(O6)C)O)OC7CC(C(C(O7)C)O)OC8CC(C(C(O8)C)O)(C)O)C(=C4C(=C3C)O)O)O)O. Cell line: PC-3. Synergy scores: CSS=36.0, Synergy_ZIP=-0.486, Synergy_Bliss=-4.11, Synergy_Loewe=-34.1, Synergy_HSA=-6.75.